The task is: Predict the product of the given reaction.. This data is from Forward reaction prediction with 1.9M reactions from USPTO patents (1976-2016). (1) Given the reactants [CH3:1][O:2][C:3]1[CH:8]=[CH:7][C:6]([NH:9][CH:10]2[CH2:15][CH2:14][N:13]([C:16]([O:18][C:19]([CH3:22])([CH3:21])[CH3:20])=[O:17])[CH2:12][CH2:11]2)=[CH:5][CH:4]=1.Cl[CH2:24][C:25]1[CH:30]=[CH:29][N:28]=[C:27]([C:31]2[CH:36]=[C:35]([F:37])[CH:34]=[C:33]([F:38])[CH:32]=2)[CH:26]=1, predict the reaction product. The product is: [C:19]([O:18][C:16]([N:13]1[CH2:14][CH2:15][CH:10]([N:9]([CH2:24][C:25]2[CH:30]=[CH:29][N:28]=[C:27]([C:31]3[CH:36]=[C:35]([F:37])[CH:34]=[C:33]([F:38])[CH:32]=3)[CH:26]=2)[C:6]2[CH:5]=[CH:4][C:3]([O:2][CH3:1])=[CH:8][CH:7]=2)[CH2:11][CH2:12]1)=[O:17])([CH3:22])([CH3:21])[CH3:20]. (2) Given the reactants Br[C:2]1[N:3]=[C:4]([CH3:8])[N:5]([CH3:7])[CH:6]=1.[CH2:9]([N:13]1[N:17]=[C:16]2[CH:18]=[CH:19][CH:20]=[C:21]([Cl:22])[C:15]2=[N:14]1)[CH2:10][C:11]#[CH:12], predict the reaction product. The product is: [Cl:22][C:21]1[C:15]2[C:16](=[N:17][N:13]([CH2:9][CH2:10][C:11]#[C:12][C:2]3[N:3]=[C:4]([CH3:8])[N:5]([CH3:7])[CH:6]=3)[N:14]=2)[CH:18]=[CH:19][CH:20]=1. (3) Given the reactants Br[C:2]1[CH:7]=[CH:6][C:5]([C:8]([OH:13])([CH2:11][CH3:12])[CH2:9][CH3:10])=[CH:4][C:3]=1[CH3:14].O1CCCC1.C([Li])CCC.[B:25](OC(C)C)([O:30]C(C)C)[O:26]C(C)C, predict the reaction product. The product is: [CH2:9]([C:8]([C:5]1[CH:6]=[CH:7][C:2]([B:25]([OH:30])[OH:26])=[C:3]([CH3:14])[CH:4]=1)([OH:13])[CH2:11][CH3:12])[CH3:10]. (4) Given the reactants [NH2:1][C:2]1[C:11]2[N:12]=[CH:13][N:14]([CH2:15][CH2:16][CH2:17][CH2:18][NH:19][C:20](=[O:27])[C:21]3[CH:26]=[CH:25][CH:24]=[CH:23][CH:22]=3)[C:10]=2[C:9]2[CH:8]=[CH:7][CH:6]=[CH:5][C:4]=2[N:3]=1.[ClH:28], predict the reaction product. The product is: [OH2:27].[ClH:28].[NH2:1][C:2]1[C:11]2[N:12]=[CH:13][N:14]([CH2:15][CH2:16][CH2:17][CH2:18][NH:19][C:20](=[O:27])[C:21]3[CH:26]=[CH:25][CH:24]=[CH:23][CH:22]=3)[C:10]=2[C:9]2[CH:8]=[CH:7][CH:6]=[CH:5][C:4]=2[N:3]=1. (5) The product is: [O:7]1[C:11]2[CH:12]=[CH:13][CH:14]=[CH:15][C:10]=2[N:9]=[C:8]1[C:16]1[C:17]([NH2:23])=[N:18][CH:19]=[C:20]([C:31]2[CH:32]=[CH:33][C:28]([CH2:27][N:25]([CH3:26])[CH3:24])=[CH:29][CH:30]=2)[CH:21]=1. Given the reactants C(=O)([O-])[O-].[Na+].[Na+].[O:7]1[C:11]2[CH:12]=[CH:13][CH:14]=[CH:15][C:10]=2[N:9]=[C:8]1[C:16]1[C:17]([NH2:23])=[N:18][CH:19]=[C:20](Br)[CH:21]=1.[CH3:24][N:25]([CH2:27][C:28]1[CH:33]=[CH:32][C:31](B(O)O)=[CH:30][CH:29]=1)[CH3:26].CN(C=O)C, predict the reaction product. (6) Given the reactants [NH2:1][C:2]1[N:3]=[CH:4][C:5](B2OC(C)(C)C(C)(C)O2)=[N:6][CH:7]=1.Br[C:18]1[C:29]([Cl:30])=[CH:28][C:21]2[O:22][C:23]([F:27])([F:26])[CH2:24][O:25][C:20]=2[CH:19]=1, predict the reaction product. The product is: [Cl:30][C:29]1[C:18]([C:5]2[N:6]=[CH:7][C:2]([NH2:1])=[N:3][CH:4]=2)=[CH:19][C:20]2[O:25][CH2:24][C:23]([F:27])([F:26])[O:22][C:21]=2[CH:28]=1. (7) Given the reactants [NH2:1][C:2]1[C:10]2[C:9]([C:11]3[O:12][C:13]([CH3:16])=[CH:14][CH:15]=3)=[N:8][C:7]([S:17][CH3:18])=[N:6][C:5]=2[S:4][C:3]=1[C:19]([NH2:21])=[O:20].C(O)(=[O:24])C, predict the reaction product. The product is: [NH2:1][C:2]1[C:10]2[C:9]([C:11]3[O:12][C:13]([CH3:16])=[CH:14][CH:15]=3)=[N:8][C:7]([S:17]([CH3:18])=[O:24])=[N:6][C:5]=2[S:4][C:3]=1[C:19]([NH2:21])=[O:20]. (8) Given the reactants [CH3:1][C:2]1[C:7]([N+:8]([O-])=O)=[CH:6][C:5]([C:11]2[CH:16]=[CH:15][CH:14]=[CH:13][CH:12]=2)=[CH:4][C:3]=1[C:17]([O:19][CH3:20])=[O:18].C([O-])=O.[NH4+], predict the reaction product. The product is: [NH2:8][C:7]1[C:2]([CH3:1])=[C:3]([C:17]([O:19][CH3:20])=[O:18])[CH:4]=[C:5]([C:11]2[CH:16]=[CH:15][CH:14]=[CH:13][CH:12]=2)[CH:6]=1. (9) Given the reactants CN.[NH2:3][C:4]1[N:12]=[CH:11][N:10]=[C:9]2[C:5]=1[N:6]=[C:7]([S:28][C:29]1[C:37]([I:38])=[CH:36][C:32]3[O:33][CH2:34][O:35][C:31]=3[CH:30]=1)[N:8]2[CH2:13][CH2:14][CH2:15][CH2:16][N:17]1C(=O)C2C(=CC=CC=2)C1=O, predict the reaction product. The product is: [NH2:17][CH2:16][CH2:15][CH2:14][CH2:13][N:8]1[C:7]([S:28][C:29]2[C:37]([I:38])=[CH:36][C:32]3[O:33][CH2:34][O:35][C:31]=3[CH:30]=2)=[N:6][C:5]2[C:9]1=[N:10][CH:11]=[N:12][C:4]=2[NH2:3]. (10) Given the reactants [Cl:1][C:2]1[C:7]([C:8]2[C:9](=[O:31])[N:10]([CH2:29][CH3:30])[C:11]3[C:16]([CH:17]=2)=[CH:15][N:14]=[C:13]([N:18](CC2C=CC(OC)=CC=2)[CH3:19])[CH:12]=3)=[CH:6][C:5]([NH:32][C:33]([NH:35][C:36]2[CH:41]=[C:40]([CH3:42])[CH:39]=[C:38]([F:43])[CH:37]=2)=[O:34])=[C:4]([F:44])[CH:3]=1.C1(OC)C=CC=CC=1, predict the reaction product. The product is: [Cl:1][C:2]1[C:7]([C:8]2[C:9](=[O:31])[N:10]([CH2:29][CH3:30])[C:11]3[C:16]([CH:17]=2)=[CH:15][N:14]=[C:13]([NH:18][CH3:19])[CH:12]=3)=[CH:6][C:5]([NH:32][C:33]([NH:35][C:36]2[CH:41]=[C:40]([CH3:42])[CH:39]=[C:38]([F:43])[CH:37]=2)=[O:34])=[C:4]([F:44])[CH:3]=1.